The task is: Predict which catalyst facilitates the given reaction.. This data is from Catalyst prediction with 721,799 reactions and 888 catalyst types from USPTO. Reactant: [NH2:1][C:2]1[C:3]([C:8]([C:10]2[CH:11]=[N:12][CH:13]=[CH:14][CH:15]=2)=[O:9])=[N:4][CH:5]=[CH:6][N:7]=1.C([O-])([O-])=O.[Na+].[Na+].[Br:22]Br. Product: [NH2:1][C:2]1[C:3]([C:8]([C:10]2[CH:11]=[N:12][CH:13]=[CH:14][CH:15]=2)=[O:9])=[N:4][C:5]([Br:22])=[CH:6][N:7]=1. The catalyst class is: 15.